This data is from Full USPTO retrosynthesis dataset with 1.9M reactions from patents (1976-2016). The task is: Predict the reactants needed to synthesize the given product. (1) The reactants are: [NH2:1][C:2]1[N:6]([CH:7]2[CH2:12][CH2:11][CH2:10][N:9](C(OCC3C=CC=CC=3)=O)[CH2:8]2)[N:5]=[C:4]([C:23]2[CH:28]=[CH:27][C:26]([CH2:29][C:30]3[CH:35]=[CH:34][CH:33]=[CH:32][CH:31]=3)=[CH:25][CH:24]=2)[C:3]=1[C:36]#[N:37].[OH-:38].[Na+]. Given the product [NH2:1][C:2]1[N:6]([CH:7]2[CH2:12][CH2:11][CH2:10][NH:9][CH2:8]2)[N:5]=[C:4]([C:23]2[CH:24]=[CH:25][C:26]([CH2:29][C:30]3[CH:31]=[CH:32][CH:33]=[CH:34][CH:35]=3)=[CH:27][CH:28]=2)[C:3]=1[C:36]([NH2:37])=[O:38], predict the reactants needed to synthesize it. (2) Given the product [C:26]([C:24]1[CH:23]=[C:22]([C:29]2[CH:30]=[CH:31][C:32]([F:39])=[C:33]([C:34]([O:36][CH3:37])=[O:35])[CH:38]=2)[N:21]=[C:20]2[NH:19][N:18]=[C:17]([C:13]3[CH:12]=[C:11]([CH:16]=[CH:15][CH:14]=3)[C:9]([OH:10])=[O:8])[C:25]=12)(=[O:28])[NH2:27], predict the reactants needed to synthesize it. The reactants are: C([O:8][C:9]([C:11]1[CH:12]=[C:13]([C:17]2[C:25]3[C:20](=[N:21][C:22]([C:29]4[CH:30]=[CH:31][C:32]([F:39])=[C:33]([CH:38]=4)[C:34]([O:36][CH3:37])=[O:35])=[CH:23][C:24]=3[C:26](=[O:28])[NH2:27])[N:19](C3CCCCO3)[N:18]=2)[CH:14]=[CH:15][CH:16]=1)=[O:10])C1C=CC=CC=1. (3) Given the product [Br:11][CH2:9][C:8]([C:5]1[CH:6]=[CH:7][C:2]([I:1])=[CH:3][CH:4]=1)=[O:10], predict the reactants needed to synthesize it. The reactants are: [I:1][C:2]1[CH:7]=[CH:6][C:5]([C:8](=[O:10])[CH3:9])=[CH:4][CH:3]=1.[Br:11]Br. (4) The reactants are: [F:1][C:2]([F:53])([F:52])[C:3]1[CH:4]=[C:5]([CH:45]=[C:46]([C:48]([F:51])([F:50])[F:49])[CH:47]=1)[CH2:6][N:7]([CH2:20][C:21]1[CH:26]=[C:25]([C:27]([F:30])([F:29])[F:28])[CH:24]=[CH:23][C:22]=1[N:31]([CH2:43][CH3:44])[CH2:32][CH2:33][CH2:34][CH2:35][CH2:36][CH2:37][C:38]([O:40]CC)=[O:39])[C:8]1[N:13]=[CH:12][C:11]([N:14]2[CH2:19][CH2:18][O:17][CH2:16][CH2:15]2)=[CH:10][N:9]=1.[OH-].[Na+].Cl.C(OCC)(=O)C. Given the product [F:53][C:2]([F:1])([F:52])[C:3]1[CH:4]=[C:5]([CH:45]=[C:46]([C:48]([F:49])([F:51])[F:50])[CH:47]=1)[CH2:6][N:7]([CH2:20][C:21]1[CH:26]=[C:25]([C:27]([F:28])([F:29])[F:30])[CH:24]=[CH:23][C:22]=1[N:31]([CH2:43][CH3:44])[CH2:32][CH2:33][CH2:34][CH2:35][CH2:36][CH2:37][C:38]([OH:40])=[O:39])[C:8]1[N:13]=[CH:12][C:11]([N:14]2[CH2:15][CH2:16][O:17][CH2:18][CH2:19]2)=[CH:10][N:9]=1, predict the reactants needed to synthesize it. (5) Given the product [O:1]1[C:5]2=[CH:6][CH:7]=[CH:8][C:9]([OH:10])=[C:4]2[CH:3]=[CH:2]1, predict the reactants needed to synthesize it. The reactants are: [O:1]1[C:5]2[CH2:6][CH2:7][CH2:8][C:9](=[O:10])[C:4]=2[CH:3]=[CH:2]1.C(O)C. (6) The reactants are: [NH2:1][CH2:2][C:3]1[C:12]2[C:7](=[CH:8][CH:9]=[CH:10][CH:11]=2)[CH:6]=[CH:5][CH:4]=1.C(N(C(C)C)C(C)C)C.[C:22]([O:26][C:27]([NH:29][CH:30]1[CH2:35][CH2:34][CH2:33][N:32]([C:36]2[N:40]([CH2:41][C:42]#[C:43][CH3:44])[C:39]([C:45](O)=[O:46])=[CH:38][N:37]=2)[CH2:31]1)=[O:28])([CH3:25])([CH3:24])[CH3:23].F[B-](F)(F)F.N1(OC(N(C)C)=[N+](C)C)C2C=CC=CC=2N=N1.C(=O)([O-])[O-].[K+].[K+]. Given the product [CH2:41]([N:40]1[C:39]([C:45]([NH:1][CH2:2][C:3]2[C:12]3[C:7](=[CH:8][CH:9]=[CH:10][CH:11]=3)[CH:6]=[CH:5][CH:4]=2)=[O:46])=[CH:38][N:37]=[C:36]1[N:32]1[CH2:33][CH2:34][CH2:35][CH:30]([NH:29][C:27]([O:26][C:22]([CH3:25])([CH3:24])[CH3:23])=[O:28])[CH2:31]1)[C:42]#[C:43][CH3:44], predict the reactants needed to synthesize it. (7) The reactants are: [CH2:1](Br)[C:2]1[CH:7]=[CH:6][CH:5]=[CH:4][CH:3]=1.[Cl:9][C:10]1[C:19]2[C:18](=[O:20])[NH:17][C@H:16]3[CH2:21][N:22](C(OC(C)(C)C)=O)[CH2:23][C@@H:15]3[C:14]=2[CH:13]=[C:12]([CH2:31][CH3:32])[CH:11]=1. Given the product [ClH:9].[CH2:1]([N:17]1[C@H:16]2[CH2:21][NH:22][CH2:23][C@@H:15]2[C:14]2[CH:13]=[C:12]([CH2:31][CH3:32])[CH:11]=[C:10]([Cl:9])[C:19]=2[C:18]1=[O:20])[C:2]1[CH:7]=[CH:6][CH:5]=[CH:4][CH:3]=1, predict the reactants needed to synthesize it. (8) Given the product [Br-:2].[OH:37][C@@H:35]([C@H:34]1[C:33](=[O:38])[N:18]2[C:19]([C:20]([O-:22])=[O:21])=[C:15]([C:13]3[S:12][C:11]4=[C:40]([S:41][CH3:42])[N:8]([CH2:7][C:6]5[CH:43]=[CH:44][CH:45]=[C:4]([CH2:3][N:54]6[CH:53]=[C:51]7[S:52][C:48]([CH2:47][OH:46])=[CH:49][N+:50]7=[CH:55]6)[CH:5]=5)[CH:9]=[N+:10]4[CH:14]=3)[C@H:16]([CH3:39])[C@H:17]12)[CH3:36], predict the reactants needed to synthesize it. The reactants are: [Br-].[Br:2][CH2:3][C:4]1[CH:5]=[C:6]([CH:43]=[CH:44][CH:45]=1)[CH2:7][N:8]1[C:40]([S:41][CH3:42])=[C:11]2[S:12][C:13]([C:15]3[C@H:16]([CH3:39])[C@@H:17]4[C@@H:34]([C@H:35]([OH:37])[CH3:36])[C:33](=[O:38])[N:18]4[C:19]=3[C:20]([O:22]CC3C=CC([N+]([O-])=O)=CC=3)=[O:21])=[CH:14][N+:10]2=[CH:9]1.[OH:46][CH2:47][C:48]1[S:52][C:51]2=[CH:53][N:54]=[CH:55][N:50]2[CH:49]=1.